Dataset: Drug-target binding data from BindingDB using Ki measurements. Task: Regression. Given a target protein amino acid sequence and a drug SMILES string, predict the binding affinity score between them. We predict pKi (pKi = -log10(Ki in M); higher means stronger inhibition). Dataset: bindingdb_ki. (1) The compound is O=C(O)/C=C/c1ccc(O)cc1. The target protein sequence is MPLFSFEGRSPRIDPTAFVAPTATLIGDVTIEAGASVWFNAVLRGDYAPVVVREGANVQDGAVLHAPPGIPVDIGPGATVAHLCVIHGVHVGSEALIANHATVLDGAVIGARCMIAAGALVVAGTQIPAGMLVTGAPAKVKGPIEGTGAEMWVNVNPQAYRDLAARHLAGLEPM. The pKi is 6.2. (2) The compound is CCCN1CCCC(c2cccc(O)c2)C1. The target protein (P20288) has sequence MDPLNLSWYDDDPESRNWSRPFNGSEGKADRPPYNYYAMLLTLLIFVIVFGNVLVCMAVSREKALQTTTNYLIVSLAVADLLVATLVMPWVVYLEVVGEWKFSRIHCDIFVTLDVMMCTASILNLCAISIDRYTAVAMPMLYNTRYSSKRRVTVMIAIVWVLSFTISCPMLFGLNNTDQNECIIANPAFVVYSSIVSFYVPFIVTLLVYIKIYIVLRRRRKRVNTKRSSRAFRANLKAPLKGNCTHPEDMKLCTVIMKSNGSFPVNRRRVEAARRAQELEMEMLSSTSPPERTRYSPIPPSHHQLTLPDPSHHGLHSTPDSPAKPEKNGHAKTVNPKIAKIFEIQSMPNGKTRTSLKTMSRRKLSQQKEKKATQMLAIVLGVFIICWLPFFITHILNIHCDCNIPPVLYSAFTWLGYVNSAVNPIIYTTFNIEFRKAFLKILHC. The pKi is 8.1. (3) The pKi is 4.3. The compound is CCCC(NC(=O)[C@@H]1C2CCCC2CN1C(=O)[C@@H](NC(=O)[C@@H](NC(=O)c1cnccn1)C1CCCCC1)C(C)(C)C)C(=O)C(=O)N[C@H](C)CC. The target protein sequence is MAFLWLLSCWALLGTTFGCGVPAIHPVLSGLSRIVNGEDAVPGSWPWQVSLQDKTGFHFCGGSLISEDWVVTAAHCGVRTSDVVVAGEFDQGSDEENIQVLKIAKVFKNPKFSILTVNNDITLLKLATPARFSQTVSAVCLPSADDDFPAGTLCATTGWGKTKYNANKTPDKLQQAALPLLSNAECKKSWGRRITDVMICAGASGVSSCMGDSGGPLVCQKDGAWTLVGIVSWGSDTCSTSSPGVYARVTKLIPWVQKILAAN. (4) The drug is CCCN(CCC)[C@H]1CCc2c(F)ccc(O)c2C1. The target protein sequence is MTQYNHSAELALQSSANKSLNFTEALDERTLLGLKISLSVLLSVITLATILANVFVVITIFLTRKLHTPANYLIGSLAVTDLLVSVLVMPISIAYTVTHTWAFGQVLCDIWLSSDITCCTASILHLCVIALDRYWAITDALEYAKRRTAGRAALMIAVVWMISVSISVPPFFWRQVKAHEEIAKCAVNTDQISYTIYSTCGAFYIPSVLLLILYGRIYVAARSRILKPPSLYGKRFTTAHLITGSAGSSLCSINASLHEGHSHPGGSPIFINHVQIKLADSVLERKRISAARERKATKTLGIILGAFIFCWLPFFVMSLVLPICQDACWFHPILLDFFTWLGYLNSLINPVIYTAFNEEFKQAFQNLIRVKKRLP. The pKi is 5.0. (5) The compound is COc1cc2c(cc1-c1c(C)noc1C)[nH]c1ccncc12. The target protein sequence is KHAAYAWPFYKPVDASALGLHDYHDIIKHPMDLSTVKRKMENRDYRDAQEFAADVRLMFSNCYKYNPPDHDVV. The pKi is 6.1. (6) The small molecule is [O-]P([O-])(=S)OC1C(O)C(O)C(OP([O-])([O-])=S)C(OP([O-])([O-])=S)C1O. The target protein (Q80ZG2) has sequence MRRCPCRGSLSEAEAGALPAEARMGLEALRGGRRRQPGLQRPGPGAGGPTGRPEGGGPRAWIEGFSLHSEAERTDFGPAPCPDGPQAEPCGDEHEECEAAGLGVASEKPSQNKELDGSNLQTHPKLSSPLAEMEMAGSWTDGFRTDLHRPDLQARPKRASLCTQPGFDESWTELDRSELWQTLPERDKPWVDHLRTHQDMSRLQNHPACPSPEPSAGTSCKELSADGSRTPHDTDGFWIESQTDGSLIGPSTQTACRQPANDGFSAQDTDGTLIQPGTDDGPWVDSVLEKSNGDDPLMEPEPRDLVTNLCSHLECSSLCPVPRLIITSESPEPGAQPLGPQARIEGGTGGFSSASSFDESEDDLVAGGGGTSDPEDRSGSKPWKKLKTVLKYSPFVVSFHKHYYPWVQLSGHAGNFQAGEDGRILKRFCQCEQRSLELLMGDPLRPFVPTYYGMVQRDGQAFNQMEDLLADFEGPSIMDCKMGSRTYLEEELVKARERPK.... The pKi is 3.0.